Dataset: Reaction yield outcomes from USPTO patents with 853,638 reactions. Task: Predict the reaction yield, written as a fraction of the theoretical maximum amount of product (1.0 means a 100% yield; for example, 0.34 means a 34% yield). (1) The reactants are [F:1][C:2]1[CH:7]=[CH:6][C:5](/[CH:8]=[CH:9]/[CH2:10][C:11]([CH3:25])([CH3:24])[CH2:12][NH:13][S:14]([C:17]2[CH:22]=[CH:21][C:20]([CH3:23])=[CH:19][CH:18]=2)(=[O:16])=[O:15])=[CH:4][CH:3]=1.[CH3:26][C:27]([O:30][C:31](O[C:31]([O:30][C:27]([CH3:29])([CH3:28])[CH3:26])=[O:32])=[O:32])([CH3:29])[CH3:28].O. The catalyst is CN(C1C=CN=CC=1)C.CC#N. The product is [F:1][C:2]1[CH:3]=[CH:4][C:5](/[CH:8]=[CH:9]/[CH2:10][C:11]([CH3:25])([CH3:24])[CH2:12][N:13]([S:14]([C:17]2[CH:18]=[CH:19][C:20]([CH3:23])=[CH:21][CH:22]=2)(=[O:16])=[O:15])[C:31](=[O:32])[O:30][C:27]([CH3:29])([CH3:28])[CH3:26])=[CH:6][CH:7]=1. The yield is 0.640. (2) The reactants are [N:1]1[CH:2]=[CH:3][N:4]2[C:9]=1[CH:8]=[CH:7][C:6]([S:10][C:11]1[CH:19]=[CH:18][CH:17]=[CH:16][C:12]=1[C:13]([OH:15])=O)=[N:5]2.[NH2:20][C:21]1[CH:26]=[CH:25][CH:24]=[CH:23][CH:22]=1.O.ON1C2C=CC=CC=2N=N1.Cl.CN(C)CCCN=C=NCC.C(N(CC)CC)C.[OH-].[Na+]. The catalyst is CN(C)C=O. The product is [N:1]1[CH:2]=[CH:3][N:4]2[C:9]=1[CH:8]=[CH:7][C:6]([S:10][C:11]1[CH:19]=[CH:18][CH:17]=[CH:16][C:12]=1[C:13]([NH:20][C:21]1[CH:26]=[CH:25][CH:24]=[CH:23][CH:22]=1)=[O:15])=[N:5]2. The yield is 0.790.